Dataset: Reaction yield outcomes from USPTO patents with 853,638 reactions. Task: Predict the reaction yield, written as a fraction of the theoretical maximum amount of product (1.0 means a 100% yield; for example, 0.34 means a 34% yield). (1) The product is [NH2:39][C:32]1[C:31]([F:42])=[CH:30][C:29]([N:24]([C:5]2[C:4]([CH:1]3[CH2:3][CH2:2]3)=[CH:23][C:8]3[C:9]([C:19](=[O:22])[NH:20][CH3:21])=[C:10]([C:12]4[CH:13]=[CH:14][C:15]([F:18])=[CH:16][CH:17]=4)[O:11][C:7]=3[CH:6]=2)[S:25]([CH3:28])(=[O:27])=[O:26])=[CH:38][C:33]=1[C:34]([O:36][CH3:37])=[O:35]. The reactants are [CH:1]1([C:4]2[C:5]([N:24]([C:29]3[CH:30]=[C:31]([F:42])[C:32]([N+:39]([O-])=O)=[C:33]([CH:38]=3)[C:34]([O:36][CH3:37])=[O:35])[S:25]([CH3:28])(=[O:27])=[O:26])=[CH:6][C:7]3[O:11][C:10]([C:12]4[CH:17]=[CH:16][C:15]([F:18])=[CH:14][CH:13]=4)=[C:9]([C:19](=[O:22])[NH:20][CH3:21])[C:8]=3[CH:23]=2)[CH2:3][CH2:2]1.CO. The yield is 0.780. The catalyst is C1COCC1.[Pd]. (2) The reactants are [F:1][C:2]1[C:7]([C:8]2[N:12]([S:13]([C:16]3[S:17][CH:18]=[CH:19][N:20]=3)(=[O:15])=[O:14])[CH:11]=[C:10]([CH2:21][N:22](C)[C:23](=O)OC(C)(C)C)[CH:9]=2)=[CH:6][CH:5]=[CH:4][N:3]=1.C(OCC)(=O)C.[ClH:37]. The catalyst is C(OCC)(=O)C.C(O)C. The product is [ClH:37].[F:1][C:2]1[C:7]([C:8]2[N:12]([S:13]([C:16]3[S:17][CH:18]=[CH:19][N:20]=3)(=[O:15])=[O:14])[CH:11]=[C:10]([CH2:21][NH:22][CH3:23])[CH:9]=2)=[CH:6][CH:5]=[CH:4][N:3]=1. The yield is 0.700. (3) The reactants are [C:1]([OH:4])(=O)[CH3:2].O=C(C)C([C:9]1[CH:13]=[CH:12][O:11][C:10]=1[C:14](O)=O)C.[C:18]([O-])(=O)[CH3:19].[NH4+:22]. The product is [O:11]1[CH:12]=[CH:13][CH:9]=[C:10]1[C:14]1[O:4][C:1]([CH3:2])=[C:18]([CH3:19])[N:22]=1. The catalyst is O. The yield is 0.400.